From a dataset of Reaction yield outcomes from USPTO patents with 853,638 reactions. Predict the reaction yield, written as a fraction of the theoretical maximum amount of product (1.0 means a 100% yield; for example, 0.34 means a 34% yield). (1) The reactants are [Cl:1][C:2]1[CH:3]=[CH:4][C:5]([S:21][CH2:22][C:23]2[CH:28]=[CH:27][CH:26]=[C:25]([O:29]C)[CH:24]=2)=[C:6]([NH:8][S:9]([C:12]2[O:13][C:14]3[CH:20]=[CH:19][CH:18]=[CH:17][C:15]=3[CH:16]=2)(=[O:11])=[O:10])[CH:7]=1.B(Br)(Br)Br. The catalyst is C(Cl)Cl.CCOC(C)=O. The product is [Cl:1][C:2]1[CH:3]=[CH:4][C:5]([S:21][CH2:22][C:23]2[CH:28]=[CH:27][CH:26]=[C:25]([OH:29])[CH:24]=2)=[C:6]([NH:8][S:9]([C:12]2[O:13][C:14]3[CH:20]=[CH:19][CH:18]=[CH:17][C:15]=3[CH:16]=2)(=[O:11])=[O:10])[CH:7]=1. The yield is 0.640. (2) The reactants are Cl.Cl.[F:3][C:4]([F:17])([F:16])[CH2:5][O:6][C:7]1[CH:8]=[CH:9][C:10]([C@H:13]([NH2:15])[CH3:14])=[N:11][CH:12]=1.C([N:20]([CH2:23][CH3:24])[CH2:21][CH3:22])C.[CH2:25](Cl)[CH2:26]Cl.C1C=[CH:31][C:32]2N(O)N=N[C:33]=2[CH:34]=1.[C:39](=[O:42])(O)[O-].[Na+]. The catalyst is ClCCl. The product is [NH:20]1[C:21]2[C:22](=[CH:34][CH:33]=[CH:32][CH:31]=2)[C:24](/[CH:25]=[CH:26]/[C:39]([NH:15][C@@H:13]([C:10]2[CH:9]=[CH:8][C:7]([O:6][CH2:5][C:4]([F:3])([F:16])[F:17])=[CH:12][N:11]=2)[CH3:14])=[O:42])=[CH:23]1. The yield is 0.530. (3) The reactants are [CH3:1][NH:2][C:3]1[CH:8]=[CH:7][CH:6]=[CH:5][N:4]=1.[I:9]Cl.S([O-])([O-])=O.[Na+].[Na+]. The catalyst is ClCCl. The product is [CH3:1][NH:2][C:3]1[CH:8]=[CH:7][C:6]([I:9])=[CH:5][N:4]=1. The yield is 0.620. (4) The catalyst is O1CCOCC1.C1C=CC(P(C2C=CC=CC=2)[C-]2C=CC=C2)=CC=1.C1C=CC(P(C2C=CC=CC=2)[C-]2C=CC=C2)=CC=1.Cl[Pd]Cl.[Fe+2]. The reactants are Br[C:2]1[CH:3]=[CH:4][C:5]([Cl:14])=[C:6]([CH2:8][NH:9][C:10](=[O:13])[O:11][CH3:12])[CH:7]=1.CC([O-])=O.[K+].[B:20]1([B:20]2[O:24][C:23]([CH3:26])([CH3:25])[C:22]([CH3:28])([CH3:27])[O:21]2)[O:24][C:23]([CH3:26])([CH3:25])[C:22]([CH3:28])([CH3:27])[O:21]1. The yield is 0.440. The product is [Cl:14][C:5]1[CH:4]=[CH:3][C:2]([B:20]2[O:24][C:23]([CH3:26])([CH3:25])[C:22]([CH3:28])([CH3:27])[O:21]2)=[CH:7][C:6]=1[CH2:8][NH:9][C:10](=[O:13])[O:11][CH3:12].